From a dataset of Peptide-MHC class II binding affinity with 134,281 pairs from IEDB. Regression. Given a peptide amino acid sequence and an MHC pseudo amino acid sequence, predict their binding affinity value. This is MHC class II binding data. (1) The peptide sequence is ETPIAYRNVLLRKNG. The MHC is DRB1_0101 with pseudo-sequence DRB1_0101. The binding affinity (normalized) is 0.697. (2) The peptide sequence is AFILDGDNAFPKV. The MHC is DRB1_0401 with pseudo-sequence DRB1_0401. The binding affinity (normalized) is 0.713.